Dataset: Forward reaction prediction with 1.9M reactions from USPTO patents (1976-2016). Task: Predict the product of the given reaction. (1) Given the reactants [O:1]=[CH:2][C@@H:3]([C@H:5]([C@@H:7]([C@@H](CO)O)[OH:8])O)[OH:4].O=C[C@@H]([C@H]([C@@H](CO)O)O)O.O=C[C@H]([C@@H]([C@@H](CO)O)O)O.O=C[C@@H]([C@H]([C@H]([C@@H](CO)O)O)O)O.O=C[C@H]([C@H]([C@@H]([C@@H](CO)O)O)O)O.OCC([C@H]([C@@H]([C@@H](CO)O)O)O)=O.C(O)[C@H]1O[C@H](O[C@]2(CO)O[C@H](CO)[C@@H](O)[C@@H]2O)[C@H](O)[C@@H](O)[C@@H]1O.C(=O)=O.C([O-])=O.C, predict the reaction product. The product is: [CH2:2]=[CH:3][CH:5]=[CH2:7].[CH2:7]([OH:8])[CH2:5][CH:3]([OH:4])[CH3:2].[CH2:2]([OH:1])[CH:3]=[CH:5][CH3:7].[CH3:2][CH:3]([OH:4])[CH:5]=[CH2:7]. (2) Given the reactants [CH:1]1([C:6]2[C:7]([O:15][CH2:16][C:17]([F:20])([F:19])[F:18])=[N:8][CH:9]=[C:10]([CH:14]=2)[C:11]([OH:13])=O)[CH2:5][CH2:4][CH2:3][CH2:2]1.[N:21]1[CH:26]=[C:25]([NH2:27])[CH:24]=[N:23][CH:22]=1, predict the reaction product. The product is: [CH:1]1([C:6]2[C:7]([O:15][CH2:16][C:17]([F:20])([F:19])[F:18])=[N:8][CH:9]=[C:10]([CH:14]=2)[C:11]([NH:27][C:25]2[CH:26]=[N:21][CH:22]=[N:23][CH:24]=2)=[O:13])[CH2:2][CH2:3][CH2:4][CH2:5]1. (3) Given the reactants Cl.Cl.[NH2:3][CH2:4][CH2:5][N:6]1[C:14]2[C:13]([NH:15][C:16]3[CH:21]=[CH:20][C:19]([O:22][C:23]4[C:28]5[CH:29]=[N:30][S:31][C:27]=5[CH:26]=[CH:25][CH:24]=4)=[C:18]([F:32])[CH:17]=3)=[N:12][CH:11]=[N:10][C:9]=2[CH:8]=[CH:7]1.[C:33](O)(=[O:35])[CH3:34].ON1C2C=CC=CC=2N=N1.Cl.C(N=C=NCCCN(C)C)C, predict the reaction product. The product is: [S:31]1[C:27]2[CH:26]=[CH:25][CH:24]=[C:23]([O:22][C:19]3[CH:20]=[CH:21][C:16]([NH:15][C:13]4[C:14]5[N:6]([CH2:5][CH2:4][NH:3][C:33](=[O:35])[CH3:34])[CH:7]=[CH:8][C:9]=5[N:10]=[CH:11][N:12]=4)=[CH:17][C:18]=3[F:32])[C:28]=2[CH:29]=[N:30]1. (4) Given the reactants [C:1]([CH2:3][C:4]1([N:15]2[CH:19]=[C:18]([C:20]3[N:25]4[CH:26]=[CH:27][N:28]=[C:24]4[CH:23]=[C:22]([C:29]4[CH:34]=[CH:33][C:32]([N:35]5[CH2:40][CH2:39][N:38]([CH3:41])[CH2:37][CH2:36]5)=[CH:31][CH:30]=4)[N:21]=3)[CH:17]=[N:16]2)[CH2:7][N:6]([C:8](OC(C)(C)C)=O)[CH2:5]1)#[N:2].Cl.O1CCOCC1.[F:49][C:50]([F:61])([F:60])S(OC[C:50]([F:61])([F:60])[F:49])(=O)=O, predict the reaction product. The product is: [CH3:41][N:38]1[CH2:39][CH2:40][N:35]([C:32]2[CH:33]=[CH:34][C:29]([C:22]3[N:21]=[C:20]([C:18]4[CH:17]=[N:16][N:15]([C:4]5([CH2:3][C:1]#[N:2])[CH2:5][N:6]([CH2:8][C:50]([F:61])([F:60])[F:49])[CH2:7]5)[CH:19]=4)[N:25]4[CH:26]=[CH:27][N:28]=[C:24]4[CH:23]=3)=[CH:30][CH:31]=2)[CH2:36][CH2:37]1. (5) Given the reactants Br[CH2:2][C:3]([O:5][C:6]([CH3:9])([CH3:8])[CH3:7])=[O:4].[CH3:10][O:11][CH2:12][CH2:13][NH:14][CH2:15][C:16]1[CH:23]=[CH:22][C:19]([C:20]#[N:21])=[CH:18][CH:17]=1.C([O-])([O-])=O.[K+].[K+], predict the reaction product. The product is: [C:20]([C:19]1[CH:22]=[CH:23][C:16]([CH2:15][N:14]([CH2:13][CH2:12][O:11][CH3:10])[CH2:2][C:3]([O:5][C:6]([CH3:9])([CH3:8])[CH3:7])=[O:4])=[CH:17][CH:18]=1)#[N:21]. (6) The product is: [C:3]([N:28]1[CH2:29][CH2:30][CH:26]([O:25][C:23]2[CH:24]=[C:19]([N:13]3[C:12]([CH3:32])([CH3:31])[C:11]4[C:15](=[CH:16][CH:17]=[C:9]([Cl:8])[CH:10]=4)[C:14]3=[O:18])[CH:20]=[N:21][CH:22]=2)[CH2:27]1)(=[O:4])[CH3:2]. Given the reactants F[C:2](F)(F)[C:3](O)=[O:4].[Cl:8][C:9]1[CH:10]=[C:11]2[C:15](=[CH:16][CH:17]=1)[C:14](=[O:18])[N:13]([C:19]1[CH:20]=[N:21][CH:22]=[C:23]([O:25][CH:26]3[CH2:30][CH2:29][NH:28][CH2:27]3)[CH:24]=1)[C:12]2([CH3:32])[CH3:31].CCN(CC)CC.C(Cl)(=O)C, predict the reaction product. (7) Given the reactants [CH3:1][CH2:2][O:3][C:4]([CH:6](P(OCC)(OCC)=O)[CH3:7])=[O:5].C([Li])CCC.[F:21][C:22]1[CH:23]=[C:24]([CH:27]=[C:28]([F:30])[CH:29]=1)[CH:25]=O.O, predict the reaction product. The product is: [F:21][C:22]1[CH:23]=[C:24](/[CH:25]=[C:6](\[CH3:7])/[C:4]([O:3][CH2:2][CH3:1])=[O:5])[CH:27]=[C:28]([F:30])[CH:29]=1. (8) Given the reactants [F-].[K+].Br[CH2:4][C:5](OCC)=[O:6].[NH2:10][C:11]1[CH:16]=[C:15]([N+:17]([O-:19])=[O:18])[CH:14]=[CH:13][C:12]=1[OH:20], predict the reaction product. The product is: [N+:17]([C:15]1[CH:14]=[CH:13][C:12]2[O:20][CH2:4][C:5](=[O:6])[NH:10][C:11]=2[CH:16]=1)([O-:19])=[O:18]. (9) Given the reactants [CH2:1]([C:3]1[CH:12]=[C:11]([CH3:13])[C:10]2[C:9](=[O:14])[NH:8][C@@H:7]3[CH2:15][N:16]([C:18]([O:20][C:21]([CH3:24])([CH3:23])[CH3:22])=[O:19])[CH2:17][C@H:6]3[C:5]=2[CH:4]=1)[CH3:2].P([O-])([O-])([O-])=O.[K+].[K+].[K+].I[C:34]1[CH:39]=[CH:38][CH:37]=[CH:36][CH:35]=1.CNCCNC, predict the reaction product. The product is: [CH2:1]([C:3]1[CH:12]=[C:11]([CH3:13])[C:10]2[C:9](=[O:14])[N:8]([C:34]3[CH:39]=[CH:38][CH:37]=[CH:36][CH:35]=3)[C@@H:7]3[CH2:15][N:16]([C:18]([O:20][C:21]([CH3:23])([CH3:22])[CH3:24])=[O:19])[CH2:17][C@H:6]3[C:5]=2[CH:4]=1)[CH3:2]. (10) Given the reactants [O:1]=[C:2]1[C:10]2([CH2:14][CH2:13][CH2:12][CH2:11]2)[C:9]2[C:4](=[CH:5][CH:6]=[CH:7][CH:8]=2)[N:3]1[C:15]([NH:17][CH2:18][CH:19]1[CH2:24][CH2:23][N:22]([CH2:25][C:26]2([C:32]([O:34]C(C)(C)C)=[O:33])[CH2:31][CH2:30][O:29][CH2:28][CH2:27]2)[CH2:21][CH2:20]1)=[O:16], predict the reaction product. The product is: [O:1]=[C:2]1[C:10]2([CH2:14][CH2:13][CH2:12][CH2:11]2)[C:9]2[C:4](=[CH:5][CH:6]=[CH:7][CH:8]=2)[N:3]1[C:15]([NH:17][CH2:18][CH:19]1[CH2:20][CH2:21][N:22]([CH2:25][C:26]2([C:32]([OH:34])=[O:33])[CH2:31][CH2:30][O:29][CH2:28][CH2:27]2)[CH2:23][CH2:24]1)=[O:16].